From a dataset of Forward reaction prediction with 1.9M reactions from USPTO patents (1976-2016). Predict the product of the given reaction. Given the reactants [O:1]1[C:5]2[CH:6]=[CH:7][C:8]([CH:10]3[C:14]4[NH:15][C:16]5[CH:17]=[CH:18][CH:19]=[CH:20][C:21]=5[C:22](=[O:23])[C:13]=4[CH2:12][N:11]3[CH2:24][C:25]3[CH:30]=[CH:29][CH:28]=[CH:27][CH:26]=3)=[CH:9][C:4]=2O[CH2:2]1.[CH:31]1C=C(Cl)C=C(C(OO)=O)C=1.CO.C(Cl)Cl, predict the reaction product. The product is: [CH2:24]([N:11]1[CH:12]=[C:13]2[C:14]([NH:15][C:16]3[CH:17]=[CH:18][CH:19]=[CH:20][C:21]=3[C:22]2=[O:23])=[C:10]1[C:8]1[CH:7]=[CH:6][C:5]2[O:1][CH2:2][CH2:31][C:4]=2[CH:9]=1)[C:25]1[CH:30]=[CH:29][CH:28]=[CH:27][CH:26]=1.